From a dataset of Catalyst prediction with 721,799 reactions and 888 catalyst types from USPTO. Predict which catalyst facilitates the given reaction. (1) Reactant: [CH2:1]([N:8]([CH2:19][CH2:20][C:21]1[CH:26]=[CH:25][C:24]([S:27]([C:30]2[CH:39]=[CH:38][C:33]([O:34][CH2:35][C:36]#[N:37])=[CH:32][CH:31]=2)(=[O:29])=[O:28])=[CH:23][CH:22]=1)[CH2:9][C@@H:10]([C:12]1[CH:17]=[CH:16][CH:15]=[C:14]([Cl:18])[CH:13]=1)[OH:11])[C:2]1[CH:7]=[CH:6][CH:5]=[CH:4][CH:3]=1.[Cl-].[NH4+].[N-:42]=[N+:43]=[N-:44].[Na+].O. Product: [CH2:1]([N:8]([CH2:9][C@@H:10]([C:12]1[CH:17]=[CH:16][CH:15]=[C:14]([Cl:18])[CH:13]=1)[OH:11])[CH2:19][CH2:20][C:21]1[CH:26]=[CH:25][C:24]([S:27]([C:30]2[CH:31]=[CH:32][C:33]([O:34][CH2:35][C:36]3[NH:44][N:43]=[N:42][N:37]=3)=[CH:38][CH:39]=2)(=[O:29])=[O:28])=[CH:23][CH:22]=1)[C:2]1[CH:3]=[CH:4][CH:5]=[CH:6][CH:7]=1. The catalyst class is: 9. (2) Reactant: [N:1]1([CH2:7][C:8]2[CH:9]=[C:10]3[C:15](=[CH:16][CH:17]=2)[C@H:14]([NH:18]C(=O)OC(C)(C)C)[CH2:13][CH2:12][CH2:11]3)[CH2:6][CH2:5][CH2:4][CH2:3][CH2:2]1.Cl.C(OCC)C. Product: [N:1]1([CH2:7][C:8]2[CH:9]=[C:10]3[C:15](=[CH:16][CH:17]=2)[C@H:14]([NH2:18])[CH2:13][CH2:12][CH2:11]3)[CH2:2][CH2:3][CH2:4][CH2:5][CH2:6]1. The catalyst class is: 5. (3) Reactant: [CH3:1][C:2]1[CH:10]=[N:9][CH:8]=[CH:7][C:3]=1[C:4]([OH:6])=[O:5].[ClH:11]. Product: [Cl-:11].[C:4]([C@H:3]1[CH2:7][CH2:8][NH2+:9][CH2:10][C@H:2]1[CH3:1])([OH:6])=[O:5]. The catalyst class is: 458. (4) Reactant: [C:1]([NH:4][C:5]1[CH:13]=[CH:12][C:8]([C:9]([NH2:11])=[O:10])=[CH:7][CH:6]=1)(=[O:3])[CH3:2].[C:14](Cl)(=[O:18])C(Cl)=O.Cl.[F:21][C:22]1[CH:34]=[CH:33][C:25]([CH2:26][CH:27]2[CH2:32][CH2:31][NH:30][CH2:29][CH2:28]2)=[CH:24][CH:23]=1.C(N(CC)CC)C. The catalyst class is: 325. Product: [C:1]([NH:4][C:5]1[CH:13]=[CH:12][C:8]([C:9]([NH:11][C:14]([N:30]2[CH2:31][CH2:32][CH:27]([CH2:26][C:25]3[CH:24]=[CH:23][C:22]([F:21])=[CH:34][CH:33]=3)[CH2:28][CH2:29]2)=[O:18])=[O:10])=[CH:7][CH:6]=1)(=[O:3])[CH3:2].